Dataset: Reaction yield outcomes from USPTO patents with 853,638 reactions. Task: Predict the reaction yield, written as a fraction of the theoretical maximum amount of product (1.0 means a 100% yield; for example, 0.34 means a 34% yield). (1) The reactants are Br[CH2:2][C:3]([C:5]1[CH:10]=[CH:9][C:8]([Br:11])=[CH:7][C:6]=1[F:12])=O.[NH2:13][C:14]([NH2:16])=[O:15].[OH-].[Na+]. The catalyst is CC#N. The product is [Br:11][C:8]1[CH:9]=[CH:10][C:5]([C:3]2[N:13]=[C:14]([NH2:16])[O:15][CH:2]=2)=[C:6]([F:12])[CH:7]=1. The yield is 0.820. (2) The reactants are [NH2:1]/[C:2](/[CH3:9])=[C:3](\[C:7]#[N:8])/[C:4](=[S:6])[NH2:5].OO. The catalyst is CO. The product is [NH2:5][C:4]1[S:6][N:1]=[C:2]([CH3:9])[C:3]=1[C:7]#[N:8]. The yield is 0.960. (3) The reactants are [N:1]([C:4]1[N:13]=[CH:12][CH:11]=[C:10]2[C:5]=1[CH:6]=[CH:7][CH:8]=[N:9]2)=[N+]=[N-].O.O.Cl[Sn]Cl.Cl.C([O-])(O)=O.[Na+]. The catalyst is CO. The product is [N:9]1[C:10]2[CH:11]=[CH:12][N:13]=[C:4]([NH2:1])[C:5]=2[CH:6]=[CH:7][CH:8]=1. The yield is 0.810. (4) The reactants are Cl[C:2]1[N:7]=[C:6]([NH:8][CH:9]2[CH2:13][CH2:12][CH2:11][CH2:10]2)[C:5]([N+:14]([O-:16])=[O:15])=[CH:4][N:3]=1.[NH2:17][C@H:18]1[CH2:23][CH2:22][C@H:21]([OH:24])[CH2:20][CH2:19]1.C(N(CC)C(C)C)(C)C. The catalyst is CN(C=O)C. The product is [CH:9]1([NH:8][C:6]2[C:5]([N+:14]([O-:16])=[O:15])=[CH:4][N:3]=[C:2]([NH:17][C@H:18]3[CH2:23][CH2:22][C@H:21]([OH:24])[CH2:20][CH2:19]3)[N:7]=2)[CH2:13][CH2:12][CH2:11][CH2:10]1. The yield is 0.880. (5) The reactants are [F:1][C:2]1[CH:11]=[C:10]([F:12])[CH:9]=[C:8]2[C:3]=1[CH:4]([O:13][C:14]1[C:22]3[N:21]=[C:20]([CH3:23])[N:19]([CH3:24])[C:18]=3[CH:17]=[C:16]([C:25](O)=[O:26])[CH:15]=1)[CH2:5][CH2:6][O:7]2.[NH:28]1[CH2:32][CH2:31][CH2:30][CH2:29]1. No catalyst specified. The product is [F:1][C:2]1[CH:11]=[C:10]([F:12])[CH:9]=[C:8]2[C:3]=1[CH:4]([O:13][C:14]1[C:22]3[N:21]=[C:20]([CH3:23])[N:19]([CH3:24])[C:18]=3[CH:17]=[C:16]([C:25]([N:28]3[CH2:32][CH2:31][CH2:30][CH2:29]3)=[O:26])[CH:15]=1)[CH2:5][CH2:6][O:7]2. The yield is 0.390. (6) The reactants are [C:1]([O:5][C:6]([N:8]1[CH2:13][CH2:12][CH:11]([CH2:14][CH2:15][CH2:16][CH:17]([O:23][Si](C(C)(C)C)(C)C)[C:18]2[O:19][CH:20]=[CH:21][N:22]=2)[CH2:10][CH2:9]1)=[O:7])([CH3:4])([CH3:3])[CH3:2].C([O:35][C:36](N1CCC(CCCC(O)C2OC=CN=2)CC1)=[O:37])(C)(C)C.N1C=CN=C1.[Si](Cl)(C(C)(C)C)(C)C. The catalyst is C(Cl)Cl. The product is [C:1]([O:5][C:6]([N:8]1[CH2:13][CH2:12][CH:11]([CH2:14][CH2:15][CH2:16][C:17]([C:18]2[O:19][C:20]([C:36]([OH:37])=[O:35])=[CH:21][N:22]=2)=[O:23])[CH2:10][CH2:9]1)=[O:7])([CH3:4])([CH3:2])[CH3:3]. The yield is 0.990. (7) The reactants are [Cl:1][C:2]1[CH:11]=[C:10]2[C:5]([C:6]([OH:18])=[C:7](C(OCC)=O)[C:8](=[O:12])[NH:9]2)=[CH:4][C:3]=1[C:19]1[CH:20]=[C:21]2[C:25](=[CH:26][CH:27]=1)[N:24]([CH3:28])[CH:23]=[CH:22]2.[OH-].[Na+]. The catalyst is C(O)C. The product is [Cl:1][C:2]1[CH:11]=[C:10]2[C:5]([C:6]([OH:18])=[CH:7][C:8](=[O:12])[NH:9]2)=[CH:4][C:3]=1[C:19]1[CH:20]=[C:21]2[C:25](=[CH:26][CH:27]=1)[N:24]([CH3:28])[CH:23]=[CH:22]2. The yield is 0.391.